Dataset: NCI-60 drug combinations with 297,098 pairs across 59 cell lines. Task: Regression. Given two drug SMILES strings and cell line genomic features, predict the synergy score measuring deviation from expected non-interaction effect. Drug 1: CC1C(C(CC(O1)OC2CC(OC(C2O)C)OC3=CC4=CC5=C(C(=O)C(C(C5)C(C(=O)C(C(C)O)O)OC)OC6CC(C(C(O6)C)O)OC7CC(C(C(O7)C)O)OC8CC(C(C(O8)C)O)(C)O)C(=C4C(=C3C)O)O)O)O. Drug 2: C1CNP(=O)(OC1)N(CCCl)CCCl. Cell line: IGROV1. Synergy scores: CSS=34.8, Synergy_ZIP=1.75, Synergy_Bliss=1.40, Synergy_Loewe=-47.4, Synergy_HSA=0.983.